Dataset: Forward reaction prediction with 1.9M reactions from USPTO patents (1976-2016). Task: Predict the product of the given reaction. (1) Given the reactants [N+:1]([C:4]1[CH:9]=[CH:8][C:7]([O:10]N=C2CCCCCC2)=[CH:6][CH:5]=1)([O-:3])=[O:2].Cl.[CH:20](O)([CH3:22])[CH3:21], predict the reaction product. The product is: [N+:1]([C:4]1[CH:5]=[CH:6][C:7]2[O:10][C:20]3[CH2:22][CH2:6][CH2:5][CH2:4][CH2:9][C:21]=3[C:8]=2[CH:9]=1)([O-:3])=[O:2]. (2) Given the reactants [CH2:1]([N:8]1[C:16]2[C:11](=[CH:12][C:13](Br)=[CH:14][CH:15]=2)[C:10]([CH2:18][CH2:19][CH2:20][CH2:21][CH3:22])=[C:9]1[C:23]1[CH:28]=[CH:27][CH:26]=[CH:25][CH:24]=1)[C:2]1[CH:7]=[CH:6][CH:5]=[CH:4][CH:3]=1.C([O-])([O-])=O.[K+].[K+].[CH3:35][O:36][C:37]1[CH:42]=[CH:41][C:40](B(O)O)=[CH:39][CH:38]=1.ClCCl, predict the reaction product. The product is: [CH2:1]([N:8]1[C:16]2[C:11](=[CH:12][C:13]([C:40]3[CH:41]=[CH:42][C:37]([O:36][CH3:35])=[CH:38][CH:39]=3)=[CH:14][CH:15]=2)[C:10]([CH2:18][CH2:19][CH2:20][CH2:21][CH3:22])=[C:9]1[C:23]1[CH:28]=[CH:27][CH:26]=[CH:25][CH:24]=1)[C:2]1[CH:7]=[CH:6][CH:5]=[CH:4][CH:3]=1.